From a dataset of Full USPTO retrosynthesis dataset with 1.9M reactions from patents (1976-2016). Predict the reactants needed to synthesize the given product. (1) Given the product [C:33]([C:2]1[CH:7]=[C:6]([C:8]([F:11])([F:10])[F:9])[CH:5]=[CH:4][C:3]=1[S:12]([C:15]([F:32])([F:31])[CH:16]1[CH2:21][CH2:20][N:19]([C:22]([NH:24][C:25]2[CH:30]=[CH:29][N:28]=[N:27][CH:26]=2)=[O:23])[CH2:18][CH2:17]1)(=[O:14])=[O:13])#[N:34], predict the reactants needed to synthesize it. The reactants are: Br[C:2]1[CH:7]=[C:6]([C:8]([F:11])([F:10])[F:9])[CH:5]=[CH:4][C:3]=1[S:12]([C:15]([F:32])([F:31])[CH:16]1[CH2:21][CH2:20][N:19]([C:22]([NH:24][C:25]2[CH:30]=[CH:29][N:28]=[N:27][CH:26]=2)=[O:23])[CH2:18][CH2:17]1)(=[O:14])=[O:13].[C:33]([Cu])#[N:34]. (2) Given the product [Cl:1][C:2]1[C:7]([CH2:8][CH3:9])=[C:6]([CH3:10])[N:5]=[C:4]([C:11]2[S:15][CH:14]=[C:13]([O:16][CH2:17][CH3:18])[CH:12]=2)[N:3]=1, predict the reactants needed to synthesize it. The reactants are: [Cl:1][C:2]1[C:7]([CH2:8][CH3:9])=[C:6]([CH3:10])[N:5]=[C:4]([C:11]2[S:15][CH:14]=[C:13]([OH:16])[CH:12]=2)[N:3]=1.[CH2:17](O)[CH3:18].C1(P(C2C=CC=CC=2)C2C=CC=CC=2)C=CC=CC=1.CC(OC(/N=N/C(OC(C)C)=O)=O)C. (3) Given the product [ClH:40].[F:31][C:28]1[CH:29]=[CH:30][C:25]([C:22]2[CH:21]=[CH:20][C:19]([NH:18][CH2:17][CH2:16][C:14]3[N:15]=[C:11]([S:10][C:7]([CH3:9])([CH3:8])[C:6]([OH:32])=[O:5])[S:12][CH:13]=3)=[CH:24][CH:23]=2)=[CH:26][CH:27]=1, predict the reactants needed to synthesize it. The reactants are: C([O:5][C:6](=[O:32])[C:7]([S:10][C:11]1[S:12][CH:13]=[C:14]([CH2:16][CH2:17][NH:18][C:19]2[CH:24]=[CH:23][C:22]([C:25]3[CH:30]=[CH:29][C:28]([F:31])=[CH:27][CH:26]=3)=[CH:21][CH:20]=2)[N:15]=1)([CH3:9])[CH3:8])(C)(C)C.FC(F)(F)C(O)=O.[Cl:40]CCl. (4) Given the product [F:27][C:28]1[CH:29]=[C:30]([CH:34]2[CH2:43][C:42]3[C:37](=[CH:38][C:39]([O:44][C:7]4[CH:6]=[CH:5][C:4]([N+:1]([O-:3])=[O:2])=[CH:9][N:8]=4)=[CH:40][CH:41]=3)[O:36][CH2:35]2)[CH:31]=[CH:32][CH:33]=1, predict the reactants needed to synthesize it. The reactants are: [N+:1]([C:4]1[CH:5]=[CH:6][C:7](OC2C=C3C(=CC=2)OC(C2C=CC=CC=2)CC3)=[N:8][CH:9]=1)([O-:3])=[O:2].[F:27][C:28]1[CH:29]=[C:30]([CH:34]2[CH2:43][C:42]3[C:37](=[CH:38][C:39]([OH:44])=[CH:40][CH:41]=3)[O:36][CH2:35]2)[CH:31]=[CH:32][CH:33]=1. (5) Given the product [CH2:36]([NH:43][C:44]1[CH:45]=[C:46]([C:2]2[C:3]3[O:12][C:11]([CH2:13][N:14]4[CH2:19][CH2:18][N:17]([S:20]([CH3:23])(=[O:22])=[O:21])[CH2:16][CH2:15]4)=[CH:10][C:4]=3[C:5](=[O:9])[N:6]([CH3:8])[CH:7]=2)[CH:47]=[CH:48][CH:49]=1)[C:37]1[CH:42]=[CH:41][CH:40]=[CH:39][CH:38]=1, predict the reactants needed to synthesize it. The reactants are: Br[C:2]1[C:3]2[O:12][C:11]([CH2:13][N:14]3[CH2:19][CH2:18][N:17]([S:20]([CH3:23])(=[O:22])=[O:21])[CH2:16][CH2:15]3)=[CH:10][C:4]=2[C:5](=[O:9])[N:6]([CH3:8])[CH:7]=1.IC1C(=O)N(C)C=C(I)C=1OC.[CH2:36]([NH:43][C:44]1[CH:49]=[CH:48][CH:47]=[C:46](B2OC(C)(C)C(C)(C)O2)[CH:45]=1)[C:37]1[CH:42]=[CH:41][CH:40]=[CH:39][CH:38]=1.C(=O)([O-])[O-].[K+].[K+]. (6) Given the product [F:42][C:43]([F:48])([F:47])[C:44]([OH:46])=[O:45].[CH2:1]([O:3][C:4]([C:6]1[N:7]=[CH:8][N:9]2[C:15]=1[CH2:14][N:13]([C:16](=[O:37])[CH2:17][C@H:18]([NH2:29])[CH2:19][C:20]1[CH:25]=[C:24]([F:26])[C:23]([F:27])=[CH:22][C:21]=1[F:28])[CH2:12][C:11]1[CH:38]=[CH:39][CH:40]=[CH:41][C:10]2=1)=[O:5])[CH3:2], predict the reactants needed to synthesize it. The reactants are: [CH2:1]([O:3][C:4]([C:6]1[N:7]=[CH:8][N:9]2[C:15]=1[CH2:14][N:13]([C:16](=[O:37])[CH2:17][C@H:18]([NH:29]C(OC(C)(C)C)=O)[CH2:19][C:20]1[CH:25]=[C:24]([F:26])[C:23]([F:27])=[CH:22][C:21]=1[F:28])[CH2:12][C:11]1[CH:38]=[CH:39][CH:40]=[CH:41][C:10]2=1)=[O:5])[CH3:2].[F:42][C:43]([F:48])([F:47])[C:44]([OH:46])=[O:45]. (7) Given the product [CH3:1][O:2][C:3]1[C:10]([O:11][CH3:12])=[CH:9][C:6]([CH:7]=[C:17]([C:18]([O:20][CH2:21][CH3:22])=[O:19])[C:16]([O:24][CH2:25][CH3:26])=[O:23])=[C:5]([N+:13]([O-:15])=[O:14])[CH:4]=1, predict the reactants needed to synthesize it. The reactants are: [CH3:1][O:2][C:3]1[C:10]([O:11][CH3:12])=[CH:9][C:6]([CH:7]=O)=[C:5]([N+:13]([O-:15])=[O:14])[CH:4]=1.[C:16]([O:24][CH2:25][CH3:26])(=[O:23])[CH2:17][C:18]([O:20][CH2:21][CH3:22])=[O:19].C(=O)(O)[O-].[Na+].